From a dataset of Catalyst prediction with 721,799 reactions and 888 catalyst types from USPTO. Predict which catalyst facilitates the given reaction. (1) Reactant: [F:1][C:2]1[C:3]2[N:4]([C:14]([SH:17])=[N:15][N:16]=2)[CH:5]=[C:6]([C:8]2[CH:9]=[N:10][N:11]([CH3:13])[CH:12]=2)[CH:7]=1.Br[C:19]1[CH:28]=[CH:27][C:26]2[N:25]=[CH:24][C:23]3[N:29]4[CH2:35][CH2:34][CH2:33][C@H:30]4[CH2:31][O:32][C:22]=3[C:21]=2[CH:20]=1.C1(P(C2C=CC=CC=2)C2C3OC4C(=CC=CC=4P(C4C=CC=CC=4)C4C=CC=CC=4)C(C)(C)C=3C=CC=2)C=CC=CC=1.CC(C)([O-])C.[Na+]. Product: [F:1][C:2]1[C:3]2[N:4]([C:14]([S:17][C:19]3[CH:28]=[CH:27][C:26]4[N:25]=[CH:24][C:23]5[N:29]6[CH2:35][CH2:34][CH2:33][C@H:30]6[CH2:31][O:32][C:22]=5[C:21]=4[CH:20]=3)=[N:15][N:16]=2)[CH:5]=[C:6]([C:8]2[CH:9]=[N:10][N:11]([CH3:13])[CH:12]=2)[CH:7]=1. The catalyst class is: 3. (2) Reactant: [C:1]([C:6]1[CH:11]=[CH:10][CH:9]=[CH:8][CH:7]=1)([CH2:4][CH3:5])([CH3:3])[CH3:2].[I:12]([O-])(=O)=O.[K+].C(OC(=O)C)(=O)C.[S:24](=[O:28])(=[O:27])([OH:26])[OH:25]. Product: [S:24]([O-:28])([O-:27])(=[O:26])=[O:25].[C:1]([C:6]1[CH:7]=[CH:8][C:9]([IH+:12])=[CH:10][CH:11]=1)([CH2:4][CH3:5])([CH3:2])[CH3:3].[C:1]([C:6]1[CH:7]=[CH:8][C:9]([IH+:12])=[CH:10][CH:11]=1)([CH2:4][CH3:5])([CH3:2])[CH3:3]. The catalyst class is: 229. (3) The catalyst class is: 7. Product: [C:1]([O:5][C:6]([N:8]1[CH2:13][CH2:12][CH:11]2[CH:10]([O:19][CH2:16][C:15](=[O:18])[NH:14]2)[CH2:9]1)=[O:7])([CH3:4])([CH3:3])[CH3:2]. Reactant: [C:1]([O:5][C:6]([N:8]1[CH2:13][CH2:12][C@@H:11]([NH:14][C:15](=[O:18])[CH2:16]Cl)[C@H:10]([OH:19])[CH2:9]1)=[O:7])([CH3:4])([CH3:3])[CH3:2].[H-].[Na+]. (4) Reactant: [CH3:1][C:2]1[N:7]2[CH:8]=[C:9](/[CH:11]=[CH:12]/[C:13]3[N:14]([CH3:23])[CH:15]=[C:16]([C:18]4[S:19][CH:20]=[CH:21][CH:22]=4)[N:17]=3)[N:10]=[C:6]2[N:5]=[C:4]([CH3:24])[CH:3]=1.[H][H]. Product: [CH3:1][C:2]1[N:7]2[CH:8]=[C:9]([CH2:11][CH2:12][C:13]3[N:14]([CH3:23])[CH:15]=[C:16]([C:18]4[S:19][CH:20]=[CH:21][CH:22]=4)[N:17]=3)[N:10]=[C:6]2[N:5]=[C:4]([CH3:24])[CH:3]=1. The catalyst class is: 19. (5) Reactant: [Br:1][C:2]1[CH:3]=[C:4]([CH2:10][C:11]([O:13][CH2:14][CH3:15])=[O:12])[CH:5]=[C:6]([Cl:9])[C:7]=1[OH:8].C([O-])([O-])=O.[K+].[K+].[F:22][C:23]([F:27])([F:26])[CH2:24]I.O. Product: [Br:1][C:2]1[CH:3]=[C:4]([CH2:10][C:11]([O:13][CH2:14][CH3:15])=[O:12])[CH:5]=[C:6]([Cl:9])[C:7]=1[O:8][CH2:24][C:23]([F:27])([F:26])[F:22]. The catalyst class is: 3. (6) Reactant: [CH2:1]([O:3][C:4]([C:6]1[CH:10]=[C:9]([CH3:11])[N:8]([CH2:12][C:13]([O:15]CC2C=CC=CC=2)=[O:14])[N:7]=1)=[O:5])[CH3:2]. Product: [CH2:1]([O:3][C:4]([C:6]1[CH:10]=[C:9]([CH3:11])[N:8]([CH2:12][C:13]([OH:15])=[O:14])[N:7]=1)=[O:5])[CH3:2]. The catalyst class is: 29. (7) Reactant: Cl[C:2]1[CH:7]=[CH:6][N:5]2[N:8]=[CH:9][C:10]([C:11]3[CH:16]=[CH:15][C:14]([O:17][CH3:18])=[C:13]([O:19][CH3:20])[CH:12]=3)=[C:4]2[N:3]=1.[C:21]([O:25][C:26](=[O:49])[NH:27][CH2:28][CH2:29][CH2:30][O:31][C:32]1[CH:37]=[CH:36][C:35](B2OC(C)(C)C(C)(C)O2)=[CH:34][C:33]=1[O:47][CH3:48])([CH3:24])([CH3:23])[CH3:22].C(=O)([O-])[O-].[K+].[K+]. Product: [C:21]([O:25][C:26](=[O:49])[NH:27][CH2:28][CH2:29][CH2:30][O:31][C:32]1[CH:37]=[CH:36][C:35]([C:2]2[CH:7]=[CH:6][N:5]3[N:8]=[CH:9][C:10]([C:11]4[CH:16]=[CH:15][C:14]([O:17][CH3:18])=[C:13]([O:19][CH3:20])[CH:12]=4)=[C:4]3[N:3]=2)=[CH:34][C:33]=1[O:47][CH3:48])([CH3:23])([CH3:24])[CH3:22]. The catalyst class is: 18. (8) Reactant: [CH:1]([P:4]([CH:6]([CH3:8])[CH3:7])Cl)([CH3:3])[CH3:2].[C:9]1([CH3:17])[CH:14]=[CH:13][C:12]([Mg]Br)=[CH:11][CH:10]=1. Product: [CH:1]([P:4]([CH:6]([CH3:8])[CH3:7])[C:12]1[CH:13]=[CH:14][C:9]([CH3:17])=[CH:10][CH:11]=1)([CH3:3])[CH3:2]. The catalyst class is: 1.